From a dataset of Catalyst prediction with 721,799 reactions and 888 catalyst types from USPTO. Predict which catalyst facilitates the given reaction. (1) Reactant: C(OC([NH:8][C@@H:9]([CH2:25][C:26]1[CH:31]=[CH:30][C:29]([O:32][C:33](=[O:37])[CH:34]([CH3:36])[CH3:35])=[C:28]([O:38][C:39](=[O:43])[CH:40]([CH3:42])[CH3:41])[CH:27]=1)[C:10]([O:12][C@H:13]([CH3:24])[CH2:14][O:15][C:16]([C:18]1[CH:23]=[CH:22][CH:21]=[CH:20][CH:19]=1)=[O:17])=[O:11])=O)(C)(C)C.[ClH:44]. Product: [ClH:44].[NH2:8][C@@H:9]([CH2:25][C:26]1[CH:31]=[CH:30][C:29]([O:32][C:33](=[O:37])[CH:34]([CH3:36])[CH3:35])=[C:28]([O:38][C:39](=[O:43])[CH:40]([CH3:42])[CH3:41])[CH:27]=1)[C:10]([O:12][C@H:13]([CH3:24])[CH2:14][O:15][C:16]([C:18]1[CH:19]=[CH:20][CH:21]=[CH:22][CH:23]=1)=[O:17])=[O:11]. The catalyst class is: 12. (2) Reactant: [H-].[Al+3].[Li+].[H-].[H-].[H-].C[O:8][C:9](=O)[C@@H:10]([NH2:20])[CH2:11][CH2:12][O:13][C:14]1[CH:19]=[CH:18][CH:17]=[CH:16][CH:15]=1.[OH-].[Na+]. Product: [NH2:20][C@@H:10]([CH2:11][CH2:12][O:13][C:14]1[CH:19]=[CH:18][CH:17]=[CH:16][CH:15]=1)[CH2:9][OH:8]. The catalyst class is: 7. (3) Reactant: [CH3:1][O:2][C:3]1[CH:8]=[CH:7][C:6]([N:9]([C:40]2[CH:45]=[CH:44][CH:43]=[CH:42][CH:41]=2)[C:10]2[CH:15]=[C:14](B3OC(C)(C)C(C)(C)O3)[CH:13]=[C:12]([N:25]([C:32]3[CH:37]=[CH:36][C:35]([O:38][CH3:39])=[CH:34][CH:33]=3)[C:26]3[CH:31]=[CH:30][CH:29]=[CH:28][CH:27]=3)[CH:11]=2)=[CH:5][CH:4]=1.[Br:46][C:47]1[CH:56]=[CH:55][C:54]2[C:49](=[CH:50][CH:51]=[C:52](Br)[CH:53]=2)[CH:48]=1.C([O-])([O-])=O.[K+].[K+].C1COCC1. Product: [Br:46][C:47]1[CH:48]=[C:49]2[C:54](=[CH:55][CH:56]=1)[CH:53]=[C:52]([C:14]1[CH:15]=[C:10]([N:9]([C:6]3[CH:5]=[CH:4][C:3]([O:2][CH3:1])=[CH:8][CH:7]=3)[C:40]3[CH:45]=[CH:44][CH:43]=[CH:42][CH:41]=3)[CH:11]=[C:12]([N:25]([C:32]3[CH:37]=[CH:36][C:35]([O:38][CH3:39])=[CH:34][CH:33]=3)[C:26]3[CH:31]=[CH:30][CH:29]=[CH:28][CH:27]=3)[CH:13]=1)[CH:51]=[CH:50]2. The catalyst class is: 103.